From a dataset of Full USPTO retrosynthesis dataset with 1.9M reactions from patents (1976-2016). Predict the reactants needed to synthesize the given product. (1) Given the product [CH2:12]([O:14][P:15]([O:17][CH2:18][CH3:19])([S:20][CH2:6][C:7]1[CH2:9][C:8]=1[CH2:10][CH3:11])=[S:16])[CH3:13], predict the reactants needed to synthesize it. The reactants are: CS(O[CH2:6][C:7]1[CH2:9][C:8]=1[CH2:10][CH3:11])(=O)=O.[CH2:12]([O:14][P:15](=[S:20])([O:17][CH2:18][CH3:19])[SH:16])[CH3:13].[K].O. (2) Given the product [CH3:34][C:29]1([CH3:35])[C:30]([CH3:33])([CH3:32])[O:31][B:27]([C:7]2[CH:24]=[CH:23][C:10]3[CH2:11][CH2:12][N:13]([C:16]([O:18][C:19]([CH3:22])([CH3:21])[CH3:20])=[O:17])[CH2:14][CH2:15][C:9]=3[CH:8]=2)[O:28]1, predict the reactants needed to synthesize it. The reactants are: FC(F)(F)S(O[C:7]1[CH:24]=[CH:23][C:10]2[CH2:11][CH2:12][N:13]([C:16]([O:18][C:19]([CH3:22])([CH3:21])[CH3:20])=[O:17])[CH2:14][CH2:15][C:9]=2[CH:8]=1)(=O)=O.[B:27]1([B:27]2[O:31][C:30]([CH3:33])([CH3:32])[C:29]([CH3:35])([CH3:34])[O:28]2)[O:31][C:30]([CH3:33])([CH3:32])[C:29]([CH3:35])([CH3:34])[O:28]1.C([O-])(=O)C.[K+]. (3) Given the product [F:34][C:31]([F:32])([F:33])[C:30]([N:3]=[S:4]([C:7]1[CH:8]=[CH:9][C:10]([CH2:11][N:12]2[C:20](=[O:21])[C:19]3[C:14](=[CH:15][CH:16]=[CH:17][CH:18]=3)[C:13]2=[O:22])=[CH:23][CH:24]=1)([CH3:6])=[O:5])=[O:35], predict the reactants needed to synthesize it. The reactants are: C([N:3]=[S:4]([C:7]1[CH:24]=[CH:23][C:10]([CH2:11][N:12]2[C:20](=[O:21])[C:19]3[C:14](=[CH:15][CH:16]=[CH:17][CH:18]=3)[C:13]2=[O:22])=[CH:9][CH:8]=1)([CH3:6])=[O:5])#N.[F:32][C:31]([F:34])([F:33])[C:30](O[C:30](=[O:35])[C:31]([F:34])([F:33])[F:32])=[O:35].O. (4) The reactants are: [C:1]12([C@@H:6]([CH3:18])[C:7](N3[C@H](C(C)C)COC3=O)=[O:8])[CH2:5][CH:3]([CH2:4]1)[CH2:2]2.[OH:19]O.O[Li].O. Given the product [C:1]12([C@@H:6]([CH3:18])[C:7]([OH:8])=[O:19])[CH2:2][CH:3]([CH2:4]1)[CH2:5]2, predict the reactants needed to synthesize it. (5) Given the product [Cl:11][C:12]1[C:17]([CH2:18][OH:19])=[C:16]([S:20][C:21]2[S:22][CH:23]=[CH:24][N:25]=2)[CH:15]=[CH:14][N:13]=1, predict the reactants needed to synthesize it. The reactants are: ClC1C=NC=C(Cl)C=1CO.[Cl:11][C:12]1[C:17]([CH:18]=[O:19])=[C:16]([S:20][C:21]2[S:22][CH:23]=[CH:24][N:25]=2)[CH:15]=[CH:14][N:13]=1. (6) Given the product [C:20]([O:24][C:25](=[O:26])[NH:2][CH2:3][CH2:4][C@H:5]1[CH2:10][CH2:9][C@H:8]([CH2:11][OH:12])[CH2:7][CH2:6]1)([CH3:23])([CH3:22])[CH3:21], predict the reactants needed to synthesize it. The reactants are: Cl.[NH2:2][CH2:3][CH2:4][C@H:5]1[CH2:10][CH2:9][C@H:8]([CH2:11][OH:12])[CH2:7][CH2:6]1.C(N(CC)CC)C.[C:20]([O:24][C:25](O[C:25]([O:24][C:20]([CH3:23])([CH3:22])[CH3:21])=[O:26])=[O:26])([CH3:23])([CH3:22])[CH3:21]. (7) Given the product [F:23][C:21]1[CH:20]=[CH:19][C:18]([O:24][CH3:25])=[C:17]([C:13]2[CH:14]=[CH:15][CH:16]=[C:11]([N:9]3[CH:10]=[C:6]([C:4]([C:28]4[O:27][CH:31]=[CH:30][CH:29]=4)=[O:5])[N:7]=[CH:8]3)[CH:12]=2)[CH:22]=1, predict the reactants needed to synthesize it. The reactants are: CON(C)[C:4]([C:6]1[N:7]=[CH:8][N:9]([C:11]2[CH:12]=[C:13]([C:17]3[CH:22]=[C:21]([F:23])[CH:20]=[CH:19][C:18]=3[O:24][CH3:25])[CH:14]=[CH:15][CH:16]=2)[CH:10]=1)=[O:5].[O:27]1[CH:31]=[CH:30][CH:29]=[CH:28]1.